Dataset: Full USPTO retrosynthesis dataset with 1.9M reactions from patents (1976-2016). Task: Predict the reactants needed to synthesize the given product. (1) Given the product [F:12][C:9]([F:10])([F:11])[C:7]1[CH:6]=[C:5]([C:13]2[N:17]=[CH:16][N:15](/[CH:18]=[CH:19]\[C:20]([N:51]3[CH2:52][C:49]([OH:53])([CH3:48])[CH2:50]3)=[O:21])[N:14]=2)[CH:4]=[C:3]([C:2]([F:24])([F:1])[F:23])[CH:8]=1, predict the reactants needed to synthesize it. The reactants are: [F:1][C:2]([F:24])([F:23])[C:3]1[CH:4]=[C:5]([C:13]2[N:17]=[CH:16][N:15](/[CH:18]=[CH:19]\[C:20](O)=[O:21])[N:14]=2)[CH:6]=[C:7]([C:9]([F:12])([F:11])[F:10])[CH:8]=1.C1C=CC2N(O)N=NC=2C=1.CCN=C=NCCCN(C)C.Cl.Cl.[CH3:48][C:49]1([OH:53])[CH2:52][NH:51][CH2:50]1.CCN(C(C)C)C(C)C. (2) Given the product [OH:4][CH2:5][C:6]1[C:7]([N:27]2[CH2:38][CH2:37][N:36]3[C:35]4[CH2:34][C:33]([CH3:39])([CH3:40])[CH2:32][C:31]=4[CH:30]=[C:29]3[C:28]2=[O:41])=[N:8][CH:9]=[CH:10][C:11]=1[C:12]1[CH:17]=[C:16]([NH:18][C:19]2[CH:24]=[N:23][CH:22]=[CH:21][N:20]=2)[C:15](=[O:25])[N:14]([CH3:26])[CH:13]=1, predict the reactants needed to synthesize it. The reactants are: C([O:4][CH2:5][C:6]1[C:7]([N:27]2[CH2:38][CH2:37][N:36]3[C:29](=[CH:30][C:31]4[CH2:32][C:33]([CH3:40])([CH3:39])[CH2:34][C:35]=43)[C:28]2=[O:41])=[N:8][CH:9]=[CH:10][C:11]=1[C:12]1[CH:17]=[C:16]([NH:18][C:19]2[CH:24]=[N:23][CH:22]=[CH:21][N:20]=2)[C:15](=[O:25])[N:14]([CH3:26])[CH:13]=1)(=O)C.[OH-].[Li+].